Dataset: Full USPTO retrosynthesis dataset with 1.9M reactions from patents (1976-2016). Task: Predict the reactants needed to synthesize the given product. (1) Given the product [NH2:22][CH2:21][C:20]1[CH:19]=[CH:18][C:17]([C:4]2[C:5]3[C:6]4[CH:16]=[CH:15][S:14][C:7]=4[C:8](=[O:13])[NH:9][C:10]=3[CH:11]=[CH:12][C:3]=2[OH:2])=[CH:31][CH:30]=1, predict the reactants needed to synthesize it. The reactants are: C[O:2][C:3]1[CH:12]=[CH:11][C:10]2[NH:9][C:8](=[O:13])[C:7]3[S:14][CH:15]=[CH:16][C:6]=3[C:5]=2[C:4]=1[C:17]1[CH:31]=[CH:30][C:20]([CH2:21][NH:22]C(=O)OC(C)(C)C)=[CH:19][CH:18]=1.BrB(Br)Br. (2) Given the product [Cl:1][C:2]1[N:3]=[C:4]2[C:9](=[CH:10][CH:11]=1)[N:8]=[CH:7][C:6]([CH:12]=[O:13])=[C:5]2[NH:14][CH:15]1[CH2:16][CH2:17][N:18]([C:21]([O:23][C:24]([CH3:27])([CH3:26])[CH3:25])=[O:22])[CH2:19][CH2:20]1, predict the reactants needed to synthesize it. The reactants are: [Cl:1][C:2]1[N:3]=[C:4]2[C:9](=[CH:10][CH:11]=1)[N:8]=[CH:7][C:6]([CH2:12][OH:13])=[C:5]2[NH:14][CH:15]1[CH2:20][CH2:19][N:18]([C:21]([O:23][C:24]([CH3:27])([CH3:26])[CH3:25])=[O:22])[CH2:17][CH2:16]1. (3) Given the product [I:15][C:16]1[CH:17]=[C:18]([CH:19]=[CH:20][CH:21]=1)[CH2:22][NH:23][C:12]([C:10]1[S:11][C:7]([C:4]2[CH:3]=[CH:2][N:1]=[CH:6][CH:5]=2)=[CH:8][CH:9]=1)=[O:14], predict the reactants needed to synthesize it. The reactants are: [N:1]1[CH:6]=[CH:5][C:4]([C:7]2[S:11][C:10]([C:12]([OH:14])=O)=[CH:9][CH:8]=2)=[CH:3][CH:2]=1.[I:15][C:16]1[CH:17]=[C:18]([CH2:22][NH2:23])[CH:19]=[CH:20][CH:21]=1. (4) The reactants are: [CH3:1][C@:2]([NH:24]C(=O)OC(C)(C)C)([C:5]([NH:7][C:8]1[CH:9]=[N:10][C:11]([O:14][C:15]2[CH:20]=[CH:19][C:18]([CH3:21])=[C:17]([O:22][CH3:23])[CH:16]=2)=[CH:12][CH:13]=1)=[O:6])[CH2:3][CH3:4].C(O)(C(F)(F)F)=O. Given the product [CH3:21][C:18]1[CH:19]=[CH:20][C:15]([O:14][C:11]2[N:10]=[CH:9][C:8]([NH:7][C:5](=[O:6])[C@:2]([CH3:1])([CH2:3][CH3:4])[NH2:24])=[CH:13][CH:12]=2)=[CH:16][C:17]=1[O:22][CH3:23], predict the reactants needed to synthesize it. (5) Given the product [CH:14]1([N:7]2[CH2:8][CH2:9][C:10](=[O:13])[N:11]([CH3:12])[C:5]3[CH:4]=[N:3][C:2]([NH:20][C:21]4[CH:29]=[CH:28][C:24]([C:25]([OH:27])=[O:26])=[CH:23][C:22]=4[O:30][CH3:31])=[N:19][C:6]2=3)[CH2:18][CH2:17][CH2:16][CH2:15]1, predict the reactants needed to synthesize it. The reactants are: Cl[C:2]1[N:3]=[CH:4][C:5]2[N:11]([CH3:12])[C:10](=[O:13])[CH2:9][CH2:8][N:7]([CH:14]3[CH2:18][CH2:17][CH2:16][CH2:15]3)[C:6]=2[N:19]=1.[NH2:20][C:21]1[CH:29]=[CH:28][C:24]([C:25]([OH:27])=[O:26])=[CH:23][C:22]=1[O:30][CH3:31].C(O)(C(F)(F)F)=O.